From a dataset of NCI-60 drug combinations with 297,098 pairs across 59 cell lines. Regression. Given two drug SMILES strings and cell line genomic features, predict the synergy score measuring deviation from expected non-interaction effect. (1) Drug 1: C1=CN(C(=O)N=C1N)C2C(C(C(O2)CO)O)O.Cl. Drug 2: CC1=C(N=C(N=C1N)C(CC(=O)N)NCC(C(=O)N)N)C(=O)NC(C(C2=CN=CN2)OC3C(C(C(C(O3)CO)O)O)OC4C(C(C(C(O4)CO)O)OC(=O)N)O)C(=O)NC(C)C(C(C)C(=O)NC(C(C)O)C(=O)NCCC5=NC(=CS5)C6=NC(=CS6)C(=O)NCCC[S+](C)C)O. Cell line: EKVX. Synergy scores: CSS=3.34, Synergy_ZIP=0.517, Synergy_Bliss=5.56, Synergy_Loewe=-1.82, Synergy_HSA=-0.377. (2) Drug 1: C1CC(=O)NC(=O)C1N2CC3=C(C2=O)C=CC=C3N. Drug 2: COC1=NC(=NC2=C1N=CN2C3C(C(C(O3)CO)O)O)N. Cell line: CCRF-CEM. Synergy scores: CSS=54.9, Synergy_ZIP=0.775, Synergy_Bliss=-4.95, Synergy_Loewe=-19.6, Synergy_HSA=-1.99. (3) Cell line: KM12. Synergy scores: CSS=21.4, Synergy_ZIP=-4.95, Synergy_Bliss=-5.67, Synergy_Loewe=-24.3, Synergy_HSA=-4.48. Drug 2: CC1=C(C=C(C=C1)C(=O)NC2=CC(=CC(=C2)C(F)(F)F)N3C=C(N=C3)C)NC4=NC=CC(=N4)C5=CN=CC=C5. Drug 1: CC1=CC2C(CCC3(C2CCC3(C(=O)C)OC(=O)C)C)C4(C1=CC(=O)CC4)C. (4) Synergy scores: CSS=-0.525, Synergy_ZIP=-5.81, Synergy_Bliss=-5.10, Synergy_Loewe=-16.0, Synergy_HSA=-9.78. Drug 2: CC1=C(N=C(N=C1N)C(CC(=O)N)NCC(C(=O)N)N)C(=O)NC(C(C2=CN=CN2)OC3C(C(C(C(O3)CO)O)O)OC4C(C(C(C(O4)CO)O)OC(=O)N)O)C(=O)NC(C)C(C(C)C(=O)NC(C(C)O)C(=O)NCCC5=NC(=CS5)C6=NC(=CS6)C(=O)NCCC[S+](C)C)O. Cell line: RPMI-8226. Drug 1: CCCCCOC(=O)NC1=NC(=O)N(C=C1F)C2C(C(C(O2)C)O)O. (5) Drug 2: C1CCC(CC1)NC(=O)N(CCCl)N=O. Cell line: NCI-H226. Drug 1: CC(CN1CC(=O)NC(=O)C1)N2CC(=O)NC(=O)C2. Synergy scores: CSS=11.3, Synergy_ZIP=-7.28, Synergy_Bliss=1.18, Synergy_Loewe=-1.00, Synergy_HSA=2.63.